This data is from Forward reaction prediction with 1.9M reactions from USPTO patents (1976-2016). The task is: Predict the product of the given reaction. Given the reactants [S:1]1[CH:5]=[CH:4][C:3](B(O)O)=[CH:2]1.[Na].C(=O)([O-])[O-].Br[C:15]1[S:16][C:17]2[CH:23]=[C:22]([N+:24]([O-:26])=[O:25])[CH:21]=[CH:20][C:18]=2[N:19]=1, predict the reaction product. The product is: [N+:24]([C:22]1[CH:21]=[CH:20][C:18]2[N:19]=[C:15]([C:3]3[CH:4]=[CH:5][S:1][CH:2]=3)[S:16][C:17]=2[CH:23]=1)([O-:26])=[O:25].